Task: Predict the reactants needed to synthesize the given product.. Dataset: Full USPTO retrosynthesis dataset with 1.9M reactions from patents (1976-2016) (1) Given the product [C:1]([O:4][C@H:5]1[C@H:10]([NH:11][C:12]([N:29]([CH2:27][CH3:28])[CH3:30])=[S:13])[C@@H:9]([O:14][C:15](=[O:17])[CH3:16])[C@H:8]([O:18][C:19](=[O:21])[CH3:20])[C@@H:7]([CH2:22][O:23][C:24](=[O:26])[CH3:25])[O:6]1)(=[O:3])[CH3:2], predict the reactants needed to synthesize it. The reactants are: [C:1]([O:4][C@H:5]1[C@H:10]([N:11]=[C:12]=[S:13])[C@@H:9]([O:14][C:15](=[O:17])[CH3:16])[C@H:8]([O:18][C:19](=[O:21])[CH3:20])[C@@H:7]([CH2:22][O:23][C:24](=[O:26])[CH3:25])[O:6]1)(=[O:3])[CH3:2].[CH2:27]([NH:29][CH3:30])[CH3:28]. (2) Given the product [CH2:4]([C@@H:5]1[CH2:6][CH2:7][C@H:8]([OH:11])[CH2:9][CH2:10]1)[CH2:3][CH:2]([CH3:12])[CH3:1].[CH2:4]([C@H:5]1[CH2:6][CH2:7][C@H:8]([OH:11])[CH2:9][CH2:10]1)[CH2:3][CH:2]([CH3:12])[CH3:1], predict the reactants needed to synthesize it. The reactants are: [CH3:1][C:2]([CH3:12])=[CH:3][CH2:4][C:5]1[CH:10]=[CH:9][C:8]([OH:11])=[CH:7][CH:6]=1.O.